Dataset: Reaction yield outcomes from USPTO patents with 853,638 reactions. Task: Predict the reaction yield, written as a fraction of the theoretical maximum amount of product (1.0 means a 100% yield; for example, 0.34 means a 34% yield). (1) The reactants are Br[C:2]1[CH:3]=[C:4]2[C@:15]3([N:20]=[C:19]([NH2:21])[CH2:18][O:17][CH2:16]3)[C:14]3[CH:13]=[C:12]([Cl:22])[N:11]=[CH:10][C:9]=3[O:8][C:5]2=[CH:6][CH:7]=1.[F:23][C:24]1[C:29](B(O)O)=[CH:28][CH:27]=[CH:26][N:25]=1.P([O-])([O-])([O-])=O.[K+].[K+].[K+]. No catalyst specified. The product is [Cl:22][C:12]1[N:11]=[CH:10][C:9]2[O:8][C:5]3[C:4]([C@:15]4([N:20]=[C:19]([NH2:21])[CH2:18][O:17][CH2:16]4)[C:14]=2[CH:13]=1)=[CH:3][C:2]([C:29]1[C:24]([F:23])=[N:25][CH:26]=[CH:27][CH:28]=1)=[CH:7][CH:6]=3. The yield is 0.950. (2) The yield is 0.410. The product is [C:1]([O:6][C@H:7]1[CH2:15][CH2:14][CH2:13][C@H:12]([NH:16][C:17](=[O:27])[C:18]2[C:23]([O:24][CH2:49][O:48][C:46]([CH2:45][O:44][CH2:42][CH3:43])=[O:47])=[C:22]([O:25][CH3:26])[CH:21]=[CH:20][N:19]=2)[C:11](=[O:28])[O:10][C@@H:9]([CH3:29])[C@@H:8]1[CH2:30][CH2:31][CH2:32][CH3:33])(=[O:5])[CH:2]([CH3:4])[CH3:3]. The catalyst is CC(C)=O. The reactants are [C:1]([O:6][C@H:7]1[CH2:15][CH2:14][CH2:13][C@H:12]([NH:16][C:17](=[O:27])[C:18]2[C:23]([OH:24])=[C:22]([O:25][CH3:26])[CH:21]=[CH:20][N:19]=2)[C:11](=[O:28])[O:10][C@@H:9]([CH3:29])[C@@H:8]1[CH2:30][CH2:31][CH2:32][CH3:33])(=[O:5])[CH:2]([CH3:4])[CH3:3].C([O-])([O-])=O.[Na+].[Na+].[Na+].[I-].[CH2:42]([O:44][CH2:45][C:46]([O:48][CH2:49]Cl)=[O:47])[CH3:43]. (3) The reactants are [Cl:1][C:2]1[CH:26]=[C:25]([C:27]([F:30])([F:29])[F:28])[CH:24]=[CH:23][C:3]=1[O:4][C:5]1[CH:10]=[CH:9][C:8](/[CH:11]=[C:12]2\[NH:13][C:14](=[O:20])[N:15]([CH2:18][CH3:19])[C:16]\2=[NH:17])=[CH:7][C:6]=1[O:21][CH3:22].[C:31](=O)([O-])[O-].[K+].[K+].IC.O. The catalyst is CN(C)C=O. The product is [Cl:1][C:2]1[CH:26]=[C:25]([C:27]([F:28])([F:29])[F:30])[CH:24]=[CH:23][C:3]=1[O:4][C:5]1[CH:10]=[CH:9][C:8](/[CH:11]=[C:12]2\[N:13]([CH3:31])[C:14](=[O:20])[N:15]([CH2:18][CH3:19])[C:16]\2=[NH:17])=[CH:7][C:6]=1[O:21][CH3:22]. The yield is 0.640. (4) The reactants are [Si](O[C@@H]1[C@@]2(C)C(=CC=C3[C@@H]2CC[C@@]2(C)[C@H]3CC=C2[C@@H](O)C)C[C@@H](O[Si](C(C)(C)C)(C)C)C1)(C(C)(C)C)(C)C.CC(C)([O-])C.[K+].C1OCCOC2C(=CC=CC=2)OCCOCCOC2C(=CC=CC=2)OC1.O1[C@@H](C(C)C)C1.[Si]([O:84][C@@H:85]1[C@@:110]2([CH3:111])[C:89](=[CH:90][CH:91]=[C:92]3[C@@H:109]2[CH2:108][CH2:107][C@@:106]2([CH3:112])[C@H:93]3[CH2:94][CH:95]=[C:96]2[C@@H:97]([O:99][CH2:100][C@@H:101]([OH:105])[CH:102]([CH3:104])[CH3:103])[CH3:98])[CH2:88][C@@H:87]([O:113][Si](C(C)(C)C)(C)C)[CH2:86]1)(C(C)(C)C)(C)C.[F-].C([N+](CCCC)(CCCC)CCCC)CCC. The catalyst is C1(C)C=CC=CC=1.C(OCC)C.O1CCCC1.C(OCC)(=O)C. The product is [OH:84][C@@H:85]1[C@@:110]2([CH3:111])[C:89](=[CH:90][CH:91]=[C:92]3[C@@H:109]2[CH2:108][CH2:107][C@@:106]2([CH3:112])[C@H:93]3[CH2:94][CH:95]=[C:96]2[C@@H:97]([O:99][CH2:100][C@@H:101]([OH:105])[CH:102]([CH3:104])[CH3:103])[CH3:98])[CH2:88][C@@H:87]([OH:113])[CH2:86]1. The yield is 0.360.